Dataset: Reaction yield outcomes from USPTO patents with 853,638 reactions. Task: Predict the reaction yield, written as a fraction of the theoretical maximum amount of product (1.0 means a 100% yield; for example, 0.34 means a 34% yield). (1) The reactants are [NH:1]1[C:9]2[C:4](=[CH:5][C:6]([S:10][CH2:11][CH2:12][OH:13])=[CH:7][CH:8]=2)[CH2:3][CH2:2]1.C(N(CC)CC)C.[Si:21](Cl)([C:24]([CH3:27])([CH3:26])[CH3:25])([CH3:23])[CH3:22]. The catalyst is ClCCl.CN(C)C1C=CN=CC=1. The product is [Si:21]([O:13][CH2:12][CH2:11][S:10][C:6]1[CH:5]=[C:4]2[C:9](=[CH:8][CH:7]=1)[NH:1][CH2:2][CH2:3]2)([C:24]([CH3:27])([CH3:26])[CH3:25])([CH3:23])[CH3:22]. The yield is 0.340. (2) The reactants are Br[C:2]1[N:7]=[C:6]([NH:8][C:9]([C:11]2[CH:33]=[CH:32][C:14]([O:15][C:16]3[CH:25]=[C:24]4[C:19]([CH:20]([C:26]([O:28][CH2:29][CH3:30])=[O:27])[CH2:21][CH2:22][O:23]4)=[CH:18][C:17]=3[Cl:31])=[CH:13][CH:12]=2)=[O:10])[CH:5]=[CH:4][CH:3]=1.[Br-].[C:35]([Zn+])([CH3:38])([CH3:37])[CH3:36]. The catalyst is C1C=CC(/C=C/C(/C=C/C2C=CC=CC=2)=O)=CC=1.C1C=CC(/C=C/C(/C=C/C2C=CC=CC=2)=O)=CC=1.C1C=CC(/C=C/C(/C=C/C2C=CC=CC=2)=O)=CC=1.[Pd].[Pd]. The product is [C:35]([C:2]1[N:7]=[C:6]([NH:8][C:9]([C:11]2[CH:12]=[CH:13][C:14]([O:15][C:16]3[CH:25]=[C:24]4[C:19]([CH:20]([C:26]([O:28][CH2:29][CH3:30])=[O:27])[CH2:21][CH2:22][O:23]4)=[CH:18][C:17]=3[Cl:31])=[CH:32][CH:33]=2)=[O:10])[CH:5]=[CH:4][CH:3]=1)([CH3:38])([CH3:37])[CH3:36]. The yield is 0.560. (3) The reactants are CS[C:3](=[N:7][C:8]1[CH:13]=[CH:12][CH:11]=[CH:10][C:9]=1[F:14])[CH:4]([CH3:6])[CH3:5].[C:15]1([C:25]2[CH:30]=[CH:29][CH:28]=[CH:27][CH:26]=2)[CH:20]=[CH:19][C:18]([C:21]([NH:23][NH2:24])=O)=[CH:17][CH:16]=1. The catalyst is CN(C)C=O. The product is [C:15]1([C:25]2[CH:30]=[CH:29][CH:28]=[CH:27][CH:26]=2)[CH:20]=[CH:19][C:18]([C:21]2[N:7]([C:8]3[CH:13]=[CH:12][CH:11]=[CH:10][C:9]=3[F:14])[C:3]([CH:4]([CH3:6])[CH3:5])=[N:24][N:23]=2)=[CH:17][CH:16]=1. The yield is 0.680. (4) The reactants are [Br:1][C:2]1[CH:3]=[C:4]([CH2:12][OH:13])[CH:5]=[C:6]([CH2:8][N:9]([CH3:11])[CH3:10])[CH:7]=1. The catalyst is C1(C)C=CC=CC=1.[O-2].[Mn+4].[O-2]. The product is [Br:1][C:2]1[CH:3]=[C:4]([CH:5]=[C:6]([CH2:8][N:9]([CH3:11])[CH3:10])[CH:7]=1)[CH:12]=[O:13]. The yield is 0.800. (5) The reactants are [Br:1][C:2]1[CH:7]=[C:6]([F:8])[C:5]([N+:9]([O-:11])=[O:10])=[CH:4][C:3]=1[OH:12].[C:13](=O)([O-])[O-].[K+].[K+].CI. The catalyst is CC(C)=O. The product is [Br:1][C:2]1[CH:7]=[C:6]([F:8])[C:5]([N+:9]([O-:11])=[O:10])=[CH:4][C:3]=1[O:12][CH3:13]. The yield is 0.900. (6) The product is [CH:10]1([NH:13][C:2]2[C:3]([C:8]#[N:9])=[CH:4][N:5]=[CH:6][CH:7]=2)[CH2:12][CH2:11]1. The catalyst is C(O)(C)C. The yield is 0.793. The reactants are Cl[C:2]1[CH:7]=[CH:6][N:5]=[CH:4][C:3]=1[C:8]#[N:9].[CH:10]1([NH2:13])[CH2:12][CH2:11]1.C(=O)([O-])[O-].[K+].[K+]. (7) The reactants are [OH:1][C:2]1[C:7]([N+:8]([O-])=O)=[CH:6][CH:5]=[CH:4][C:3]=1[C:11]([N:13]1[CH2:17][CH2:16][C@@H:15]([OH:18])[CH2:14]1)=[O:12].[H][H]. The catalyst is CO.[Pd]. The product is [NH2:8][C:7]1[C:2]([OH:1])=[C:3]([C:11]([N:13]2[CH2:17][CH2:16][C@@H:15]([OH:18])[CH2:14]2)=[O:12])[CH:4]=[CH:5][CH:6]=1. The yield is 0.630. (8) The reactants are [OH:1][CH2:2][CH:3]1[CH2:8][N:7]([C:9]([O:11][C:12]([CH3:15])([CH3:14])[CH3:13])=[O:10])[CH2:6][CH2:5][N:4]1[C:16]([O:18][CH2:19][C:20]1[CH:25]=[CH:24][CH:23]=[CH:22][CH:21]=1)=[O:17].CC(OI1(OC(C)=O)(OC(C)=O)OC(=O)C2C=CC=CC1=2)=O. The catalyst is C(Cl)Cl. The product is [CH:2]([CH:3]1[CH2:8][N:7]([C:9]([O:11][C:12]([CH3:15])([CH3:13])[CH3:14])=[O:10])[CH2:6][CH2:5][N:4]1[C:16]([O:18][CH2:19][C:20]1[CH:25]=[CH:24][CH:23]=[CH:22][CH:21]=1)=[O:17])=[O:1]. The yield is 0.570.